Dataset: Forward reaction prediction with 1.9M reactions from USPTO patents (1976-2016). Task: Predict the product of the given reaction. (1) Given the reactants [F:1][C:2]1[CH:7]=[CH:6][C:5]([C@@H:8]2[CH2:13][CH2:12][N:11]([C:14]([O:16][C:17]([CH3:20])([CH3:19])[CH3:18])=[O:15])[CH2:10][C@H:9]2[CH:21]=[O:22])=[CH:4][CH:3]=1.O.[O-:24][Mn](=O)(=O)=O.[K+], predict the reaction product. The product is: [C:17]([O:16][C:14]([N:11]1[CH2:12][CH2:13][C@@H:8]([C:5]2[CH:4]=[CH:3][C:2]([F:1])=[CH:7][CH:6]=2)[C@H:9]([C:21]([OH:24])=[O:22])[CH2:10]1)=[O:15])([CH3:18])([CH3:19])[CH3:20]. (2) The product is: [OH:22][C:14]1[C:15]2[CH:21]=[CH:20][N:19]=[CH:18][C:16]=2[N:17]=[C:12]([O:11][C:9]2[CH:8]=[N:7][N:6]([C@H:3]3[CH2:4][CH2:5][N:1]([C:31](=[O:30])[CH2:32][C:33]#[N:34])[CH2:2]3)[CH:10]=2)[N:13]=1. Given the reactants [NH:1]1[CH2:5][CH2:4][C@H:3]([N:6]2[CH:10]=[C:9]([O:11][C:12]3[N:13]=[C:14]([OH:22])[C:15]4[CH:21]=[CH:20][N:19]=[CH:18][C:16]=4[N:17]=3)[CH:8]=[N:7]2)[CH2:2]1.O=C1CCC(=O)N1[O:30][C:31](=O)[CH2:32][C:33]#[N:34], predict the reaction product.